From a dataset of Forward reaction prediction with 1.9M reactions from USPTO patents (1976-2016). Predict the product of the given reaction. (1) Given the reactants [CH3:1][C:2]1[N:3]=[C:4]([C:13]2[CH:18]=[CH:17][C:16]([C:19]([F:22])([F:21])[F:20])=[CH:15][CH:14]=2)[S:5][C:6]=1[CH:7]([OH:12])[CH2:8][CH2:9][CH2:10][CH3:11], predict the reaction product. The product is: [CH3:1][C:2]1[N:3]=[C:4]([C:13]2[CH:14]=[CH:15][C:16]([C:19]([F:22])([F:20])[F:21])=[CH:17][CH:18]=2)[S:5][C:6]=1[C:7](=[O:12])[CH2:8][CH2:9][CH2:10][CH3:11]. (2) Given the reactants [H-].[Na+].[OH:3][C:4]([CH3:10])([CH3:9])[C:5]([O:7][CH3:8])=[O:6].[I:11][C:12]1[CH:19]=[CH:18][C:15]([CH2:16]Br)=[CH:14][CH:13]=1.[Cl-].[NH4+], predict the reaction product. The product is: [I:11][C:12]1[CH:19]=[CH:18][C:15]([CH2:16][O:3][C:4]([CH3:10])([CH3:9])[C:5]([O:7][CH3:8])=[O:6])=[CH:14][CH:13]=1.